This data is from Forward reaction prediction with 1.9M reactions from USPTO patents (1976-2016). The task is: Predict the product of the given reaction. Given the reactants [Cl:1][C:2]1[N:7]=[CH:6][C:5]([C:8]2[O:9][C:10]([CH3:16])=[C:11]([C:13](O)=[O:14])[N:12]=2)=[C:4]([NH:17][CH:18]([CH3:20])[CH3:19])[CH:3]=1.S(Cl)(Cl)=O.[N-:25]=[N+:26]=[N-:27].[Na+], predict the reaction product. The product is: [Cl:1][C:2]1[N:7]=[CH:6][C:5]([C:8]2[O:9][C:10]([CH3:16])=[C:11]([C:13]([N:25]=[N+:26]=[N-:27])=[O:14])[N:12]=2)=[C:4]([NH:17][CH:18]([CH3:20])[CH3:19])[CH:3]=1.